This data is from Experimentally validated miRNA-target interactions with 360,000+ pairs, plus equal number of negative samples. The task is: Binary Classification. Given a miRNA mature sequence and a target amino acid sequence, predict their likelihood of interaction. (1) The miRNA is hsa-miR-4768-5p with sequence AUUCUCUCUGGAUCCCAUGGAU. The protein sequence of the target gene is MPRRKQQAPKRAAGYAQEEQLKEEEEIKEEEEEEDSGSVAQLQGGNDTGTDEELETGPEQKGCFSYQNSPGSHLSNQDAENESLLSDASDQVSDIKSVCGRDASDKKAHTHVRLPNEAHNCMDKMTAVYANILSDSYWSGLGLGFKLSNSERRNCDTRNGSNKSDFDWHQDALSKSLQQNLPSRSVSKPSLFSSVQLYRQSSKMCGTVFTGASRFRCRQCSAAYDTLVELTVHMNETGHYQDDNRKKDKLRPTSYSKPRKRAFQDMDKEDAQKVLKCMFCGDSFDSLQDLSVHMIKTKHY.... Result: 1 (interaction). (2) The miRNA is hsa-miR-4738-3p with sequence UGAAACUGGAGCGCCUGGAGGA. The protein sequence of the target gene is MECPSCQHVSKEETPKFCSQCGERLPPAAPIADSENNNSTMASASEGEMECGQELKEEGGPCLFPGSDSWQENPEEPCSKASWTVQESKKKKRKKKKKGNKSASSELASLPLSPASPCHLTLLSNPWPQDTALPHSQAQQSGPTGQPSQPPGTATTPLEGDGLSAPTEVGDSPLQAQALGEAGVATGSEAQSSPQFQDHTEGEDQDASIPSGGRGLSQEGTGPPTSAGEGHSRTEDAAQELLLPESKGGSSEPGTELQTTEQQAGASASMAVDAVAEPANAVKGAGKEMKEKTQRMKQPP.... Result: 1 (interaction).